From a dataset of Reaction yield outcomes from USPTO patents with 853,638 reactions. Predict the reaction yield, written as a fraction of the theoretical maximum amount of product (1.0 means a 100% yield; for example, 0.34 means a 34% yield). (1) The reactants are O1CCOCC1.[NH2:7][C:8]1[N:9]=[C:10]([CH3:22])[C:11]2[CH:17]=[C:16](Br)[C:15](=[O:19])[N:14]([CH2:20][CH3:21])[C:12]=2[N:13]=1.[CH3:23][C:24]1[C:25](B(O)O)=[CH:26][S:27][CH:28]=1.C([O-])([O-])=O.[K+].[K+]. The catalyst is C1C=CC([P]([Pd]([P](C2C=CC=CC=2)(C2C=CC=CC=2)C2C=CC=CC=2)([P](C2C=CC=CC=2)(C2C=CC=CC=2)C2C=CC=CC=2)[P](C2C=CC=CC=2)(C2C=CC=CC=2)C2C=CC=CC=2)(C2C=CC=CC=2)C2C=CC=CC=2)=CC=1.O. The product is [NH2:7][C:8]1[N:9]=[C:10]([CH3:22])[C:11]2[CH:17]=[C:16]([C:25]3[C:24]([CH3:23])=[CH:28][S:27][CH:26]=3)[C:15](=[O:19])[N:14]([CH2:20][CH3:21])[C:12]=2[N:13]=1. The yield is 0.550. (2) The reactants are [CH3:1][O:2][CH2:3][CH2:4][NH:5][CH3:6].Cl[CH2:8][C:9]1[CH:39]=[CH:38][C:12]([C:13]([NH:15][C:16]2[S:17][C:18]3[C:24]([C:25]4[N:26]=[C:27]([N:30]5[CH2:35][CH2:34][O:33][CH2:32][CH2:31]5)[S:28][CH:29]=4)=[CH:23][CH:22]=[C:21]([O:36][CH3:37])[C:19]=3[N:20]=2)=[O:14])=[CH:11][CH:10]=1. The catalyst is C1COCC1. The product is [CH3:1][O:2][CH2:3][CH2:4][N:5]([CH2:8][C:9]1[CH:10]=[CH:11][C:12]([C:13]([NH:15][C:16]2[S:17][C:18]3[C:24]([C:25]4[N:26]=[C:27]([N:30]5[CH2:31][CH2:32][O:33][CH2:34][CH2:35]5)[S:28][CH:29]=4)=[CH:23][CH:22]=[C:21]([O:36][CH3:37])[C:19]=3[N:20]=2)=[O:14])=[CH:38][CH:39]=1)[CH3:6]. The yield is 0.790. (3) The reactants are [N:1]1[CH:6]=[CH:5][CH:4]=[C:3]([CH:7]=[O:8])[CH:2]=1.[OH-].[K+].[N+:11]([CH2:13][C:14]([N:16]1[CH2:21][CH2:20][O:19][CH2:18][CH2:17]1)=[O:15])#[C-:12]. The catalyst is CO. The product is [N:1]1[CH:6]=[CH:5][CH:4]=[C:3]([C@@H:7]2[O:8][CH:12]=[N:11][C@H:13]2[C:14]([N:16]2[CH2:17][CH2:18][O:19][CH2:20][CH2:21]2)=[O:15])[CH:2]=1. The yield is 0.725. (4) The reactants are [C:1]([C:5]1[CH:9]=[C:8]([NH:10][C:11]([NH:13][C:14]2[CH:19]=[CH:18][C:17]([O:20][C:21]3[CH:26]=[CH:25][N:24]=[C:23]([C:27]4[CH:28]=[N:29][N:30]([CH3:32])[CH:31]=4)[CH:22]=3)=[CH:16][C:15]=2[F:33])=[O:12])[N:7]([C:34]2[CH:35]=[C:36]3[C:41](=[CH:42][CH:43]=2)[CH2:40][N:39](C(OCC2C=CC=CC=2)=O)[CH2:38][CH2:37]3)[N:6]=1)([CH3:4])([CH3:3])[CH3:2]. The catalyst is CO.CCOC(C)=O.[Pd]. The product is [C:1]([C:5]1[CH:9]=[C:8]([NH:10][C:11]([NH:13][C:14]2[CH:19]=[CH:18][C:17]([O:20][C:21]3[CH:26]=[CH:25][N:24]=[C:23]([C:27]4[CH:28]=[N:29][N:30]([CH3:32])[CH:31]=4)[CH:22]=3)=[CH:16][C:15]=2[F:33])=[O:12])[N:7]([C:34]2[CH:35]=[C:36]3[C:41](=[CH:42][CH:43]=2)[CH2:40][NH:39][CH2:38][CH2:37]3)[N:6]=1)([CH3:4])([CH3:2])[CH3:3]. The yield is 0.900. (5) The reactants are [Cl:1][C:2]1[CH:9]=[CH:8][C:5]([CH:6]=O)=[C:4]([O:10][CH3:11])[CH:3]=1.[N+:12]([CH3:15])([O-:14])=[O:13].Cl.CN.C([O-])(=O)C.[Na+]. No catalyst specified. The product is [Cl:1][C:2]1[CH:9]=[CH:8][C:5](/[CH:6]=[CH:15]/[N+:12]([O-:14])=[O:13])=[C:4]([O:10][CH3:11])[CH:3]=1. The yield is 0.783. (6) The reactants are [C:1]([C:5]1[CH:9]=[C:8]([NH:10][C:11]([NH:13][C:14]2[CH:19]=[C:18]([C:20]3[C:32](=[O:33])[N:31]([CH3:34])[C:23]4[N:24]=[C:25](S(C)=O)[N:26]=[CH:27][C:22]=4[CH:21]=3)[CH:17]=[CH:16][C:15]=2[F:35])=[O:12])[O:7][N:6]=1)([CH3:4])([CH3:3])[CH3:2].[CH3:36][C@@H:37]([NH2:44])[C:38]1[CH:43]=[CH:42][CH:41]=[CH:40][CH:39]=1. No catalyst specified. The product is [C:1]([C:5]1[CH:9]=[C:8]([NH:10][C:11]([NH:13][C:14]2[CH:19]=[C:18]([C:20]3[C:32](=[O:33])[N:31]([CH3:34])[C:23]4[N:24]=[C:25]([NH:44][C@@H:37]([C:38]5[CH:43]=[CH:42][CH:41]=[CH:40][CH:39]=5)[CH3:36])[N:26]=[CH:27][C:22]=4[CH:21]=3)[CH:17]=[CH:16][C:15]=2[F:35])=[O:12])[O:7][N:6]=1)([CH3:4])([CH3:3])[CH3:2]. The yield is 0.420. (7) The reactants are [C:1]1(=O)[CH2:5][CH2:4][CH2:3][CH2:2]1.[NH2:7][CH2:8][C:9]1[C:14]([Cl:15])=[CH:13][CH:12]=[C:11]2[N:16]([C:31]3[C:32]4[C@H:39]([CH3:40])[CH2:38][CH2:37][C:33]=4[N:34]=[CH:35][N:36]=3)[CH2:17][C:18]3([CH2:23][CH2:22][N:21]([C:24]([O:26][C:27]([CH3:30])([CH3:29])[CH3:28])=[O:25])[CH2:20][CH2:19]3)[C:10]=12.[BH-](OC(C)=O)(OC(C)=O)OC(C)=O.[Na+]. The catalyst is ClCCCl.C(Cl)Cl. The product is [Cl:15][C:14]1[C:9]([CH2:8][NH:7][CH:1]2[CH2:5][CH2:4][CH2:3][CH2:2]2)=[C:10]2[C:18]3([CH2:23][CH2:22][N:21]([C:24]([O:26][C:27]([CH3:30])([CH3:29])[CH3:28])=[O:25])[CH2:20][CH2:19]3)[CH2:17][N:16]([C:31]3[C:32]4[C@H:39]([CH3:40])[CH2:38][CH2:37][C:33]=4[N:34]=[CH:35][N:36]=3)[C:11]2=[CH:12][CH:13]=1. The yield is 0.540.